Dataset: Catalyst prediction with 721,799 reactions and 888 catalyst types from USPTO. Task: Predict which catalyst facilitates the given reaction. (1) The catalyst class is: 10. Product: [N:3]1([CH2:14][C:15]([CH3:37])([CH3:16])[O:17][C:18]2[C:19]([CH2:29][CH2:30][C:31]3[CH:32]=[CH:33][CH:34]=[CH:35][CH:36]=3)=[C:20]3[C:25](=[CH:26][CH:27]=2)[C:24](=[O:28])[CH2:23][CH2:22][CH2:21]3)[CH:7]=[CH:6][N:5]=[CH:4]1. Reactant: [H-].[Na+].[NH:3]1[CH:7]=[CH:6][N:5]=[CH:4]1.FC(F)(F)S(O[CH2:14][C:15]([CH3:37])([O:17][C:18]1[CH:27]=[CH:26][C:25]2[C:24](=[O:28])[CH2:23][CH2:22][CH2:21][C:20]=2[C:19]=1[CH2:29][CH2:30][C:31]1[CH:36]=[CH:35][CH:34]=[CH:33][CH:32]=1)[CH3:16])(=O)=O. (2) Reactant: Cl[C:2]1[N:7]=[C:6]([NH:8][CH3:9])[CH:5]=[C:4]([CH2:10][O:11][CH2:12][C:13]([F:16])([F:15])[F:14])[N:3]=1.[CH3:17][O:18][C:19]1[CH:20]=[C:21]([CH:23]=[CH:24][C:25]=1[N:26]1[CH:30]=[C:29]([CH3:31])[N:28]=[CH:27]1)[NH2:22].C(=O)([O-])[O-].[Cs+].[Cs+].C1(P(C2CCCCC2)C2C=CC=CC=2C2C=CC=CC=2)CCCCC1. Product: [CH3:17][O:18][C:19]1[CH:20]=[C:21]([NH:22][C:2]2[N:7]=[C:6]([NH:8][CH3:9])[CH:5]=[C:4]([CH2:10][O:11][CH2:12][C:13]([F:16])([F:15])[F:14])[N:3]=2)[CH:23]=[CH:24][C:25]=1[N:26]1[CH:30]=[C:29]([CH3:31])[N:28]=[CH:27]1. The catalyst class is: 160. (3) Reactant: [NH2:1][C:2]1[N:3]=[CH:4][C:5]([C:8]#[C:9][CH2:10][C@H:11]([NH:16][C:17]([O:19][C:20]([CH3:23])([CH3:22])[CH3:21])=[O:18])[C:12]([O:14][CH3:15])=[O:13])=[N:6][CH:7]=1.C([O-])=O.[NH4+]. Product: [NH2:1][C:2]1[N:3]=[CH:4][C:5]([CH2:8][CH2:9][CH2:10][C@H:11]([NH:16][C:17]([O:19][C:20]([CH3:23])([CH3:22])[CH3:21])=[O:18])[C:12]([O:14][CH3:15])=[O:13])=[N:6][CH:7]=1. The catalyst class is: 381. (4) Product: [CH3:41][O:42][C:43]1[CH:11]=[CH:10][CH:9]=[CH:8][C:39]=1[CH:40]([C:26]1[C:27]([CH3:33])=[N:28][C:29]2[CH:30]=[CH:31][CH:32]=[C:23]([NH2:22])[C:24]=2[CH:25]=1)[C:3]1([C:2]([F:7])([F:6])[F:1])[CH2:4][O:5]1. The catalyst class is: 81. Reactant: [F:1][C:2]([F:7])([F:6])[CH:3]1[O:5][CH2:4]1.[CH2:8]([Li])[CH2:9][CH2:10][CH3:11].COC1C=CC=CC=1C=[N:22][C:23]1[CH:32]=[CH:31][CH:30]=[C:29]2[C:24]=1[CH:25]=[CH:26][C:27]([CH3:33])=[N:28]2.C(OCC)C.[CH2:39]1[CH2:43][O:42][CH2:41][CH2:40]1. (5) Reactant: [CH3:1][Si](Cl)(C)C.[NH2:6][C:7]1[C:15]([N+:16]([O-:18])=[O:17])=[CH:14][C:10]([C:11]([OH:13])=[O:12])=[C:9]([F:19])[C:8]=1[F:20]. Product: [NH2:6][C:7]1[C:15]([N+:16]([O-:18])=[O:17])=[CH:14][C:10]([C:11]([O:13][CH3:1])=[O:12])=[C:9]([F:19])[C:8]=1[F:20]. The catalyst class is: 5. (6) Reactant: [F:1][C:2]1[CH:7]=[CH:6][C:5]([C:8]2([CH2:21][O:22][CH:23]([C:25]3[CH:26]=[C:27]([CH3:34])[CH:28]=[C:29]4[C:33]=3[NH:32][N:31]=[CH:30]4)[CH3:24])[CH2:13][CH2:12][N:11](C(OC(C)(C)C)=O)[CH2:10][CH2:9]2)=[CH:4][CH:3]=1. Product: [F:1][C:2]1[CH:7]=[CH:6][C:5]([C:8]2([CH2:21][O:22][CH:23]([C:25]3[CH:26]=[C:27]([CH3:34])[CH:28]=[C:29]4[C:33]=3[NH:32][N:31]=[CH:30]4)[CH3:24])[CH2:13][CH2:12][NH:11][CH2:10][CH2:9]2)=[CH:4][CH:3]=1. The catalyst class is: 55. (7) Reactant: C1C=CC(C(Cl)(C2C(Cl)=CC=CC=2)C2C=CC=CC=2)=CC=1.[C:22]([N:39]([CH2:47]COCCO)[CH2:40][C:41]1C=CC=[CH:43][CH:42]=1)([O:24][CH2:25][CH:26]1[C:38]2[C:33](=[CH:34][CH:35]=[CH:36][CH:37]=2)[C:32]2[C:27]1=[CH:28][CH:29]=[CH:30][CH:31]=2)=[O:23].N1C=CC=CC=1.CO. Product: [C:22]([N:39]1[CH2:40][CH2:41][CH2:42][CH2:43][CH2:47]1)([O:24][CH2:25][CH:26]1[C:27]2[C:32](=[CH:31][CH:30]=[CH:29][CH:28]=2)[C:33]2[C:38]1=[CH:37][CH:36]=[CH:35][CH:34]=2)=[O:23]. The catalyst class is: 1.